This data is from Forward reaction prediction with 1.9M reactions from USPTO patents (1976-2016). The task is: Predict the product of the given reaction. (1) Given the reactants [NH2:1][C:2]1[C:3]([NH:21][CH3:22])=[N:4][C:5]([NH:8][C:9]2[CH:14]=[CH:13][C:12]([N:15]3[CH2:20][CH2:19][O:18][CH2:17][CH2:16]3)=[CH:11][CH:10]=2)=[N:6][CH:7]=1.[Br:23][C:24]1[CH:25]=[N:26][CH:27]=[C:28]([Br:37])[C:29]=1[C:30](=O)[C:31]([O:33]CC)=O.CC(O)=O, predict the reaction product. The product is: [Br:37][C:28]1[CH:27]=[N:26][CH:25]=[C:24]([Br:23])[C:29]=1[C:30]1[C:31](=[O:33])[N:21]([CH3:22])[C:3]2[N:4]=[C:5]([NH:8][C:9]3[CH:14]=[CH:13][C:12]([N:15]4[CH2:20][CH2:19][O:18][CH2:17][CH2:16]4)=[CH:11][CH:10]=3)[N:6]=[CH:7][C:2]=2[N:1]=1. (2) The product is: [N+:21]([C:16]1[CH:17]=[CH:18][CH:19]=[CH:20][C:15]=1[N:1]1[CH2:13][CH2:12][CH2:11][CH:3]([C:4]([O:6][C:7]([CH3:9])([CH3:10])[CH3:8])=[O:5])[CH2:2]1)([O-:23])=[O:22]. Given the reactants [NH:1]1[CH2:13][CH2:12][CH2:11][CH:3]([C:4]([O:6][C:7]([CH3:10])([CH3:9])[CH3:8])=[O:5])[CH2:2]1.F[C:15]1[CH:20]=[CH:19][CH:18]=[CH:17][C:16]=1[N+:21]([O-:23])=[O:22].[F-].[Cs+], predict the reaction product.